This data is from Reaction yield outcomes from USPTO patents with 853,638 reactions. The task is: Predict the reaction yield, written as a fraction of the theoretical maximum amount of product (1.0 means a 100% yield; for example, 0.34 means a 34% yield). (1) The reactants are [Cl:1][C:2]1[CH:3]=[C:4]([CH:9]([C:22]([F:25])([F:24])[F:23])/[CH:10]=[CH:11]/[C:12]2[CH:20]=[CH:19][C:15]([C:16]([OH:18])=O)=[C:14]([CH3:21])[CH:13]=2)[CH:5]=[C:6]([Cl:8])[CH:7]=1.[F:26][C:27]([F:31])([F:30])[CH2:28][NH2:29].O.ON1C2C=CC=CC=2N=N1.Cl.CN(C)CCCN=C=NCC.CCN(C(C)C)C(C)C. The catalyst is CN(C=O)C.O. The product is [Cl:8][C:6]1[CH:5]=[C:4]([CH:9]([C:22]([F:25])([F:24])[F:23])/[CH:10]=[CH:11]/[C:12]2[CH:20]=[CH:19][C:15]([C:16]([NH:29][CH2:28][C:27]([F:31])([F:30])[F:26])=[O:18])=[C:14]([CH3:21])[CH:13]=2)[CH:3]=[C:2]([Cl:1])[CH:7]=1. The yield is 0.500. (2) The reactants are [N+:1]([C:4]1[CH:9]=[CH:8][C:7]([CH2:10][C@H:11]([NH:15][C:16]([O:18][C:19]([CH3:22])([CH3:21])[CH3:20])=[O:17])[C:12]([OH:14])=[O:13])=[CH:6][CH:5]=1)([O-:3])=[O:2].[C:23](=O)([O-])[O-].[Na+].[Na+].CI. The catalyst is CN(C=O)C. The product is [CH3:23][O:13][C:12](=[O:14])[C@@H:11]([NH:15][C:16]([O:18][C:19]([CH3:22])([CH3:21])[CH3:20])=[O:17])[CH2:10][C:7]1[CH:6]=[CH:5][C:4]([N+:1]([O-:3])=[O:2])=[CH:9][CH:8]=1. The yield is 0.980. (3) The reactants are [CH:1]1([C:6]([OH:27])([C:17]#[C:18][C:19]2[CH:24]=[CH:23][C:22]([O:25][CH3:26])=[CH:21][CH:20]=2)[CH2:7][C:8]2[O:13]C(C)(C)O[C:10](=[O:16])[CH:9]=2)[CH2:5][CH2:4][CH2:3][CH2:2]1.[OH-].[Na+]. The catalyst is CO. The product is [CH:1]1([C:6]2([C:17]#[C:18][C:19]3[CH:20]=[CH:21][C:22]([O:25][CH3:26])=[CH:23][CH:24]=3)[O:27][C:10](=[O:16])[CH2:9][C:8](=[O:13])[CH2:7]2)[CH2:2][CH2:3][CH2:4][CH2:5]1. The yield is 0.240. (4) The reactants are [CH2:1]([N:4]1[CH2:9][CH2:8][O:7][C:6]2[CH:10]=[CH:11][C:12]([C:15]3[N:20]4[N:21]=[C:22]([C:24]5[CH:29]=[CH:28][CH:27]=[C:26](Br)[CH:25]=5)[CH:23]=[C:19]4[N:18]=[C:17]([CH3:31])[C:16]=3[C@H:32]([O:37][C:38]([CH3:41])([CH3:40])[CH3:39])[C:33]([O:35][CH3:36])=[O:34])=[C:13]([Cl:14])[C:5]1=2)[CH:2]=[CH2:3].CC1(C)C(C)(C)OB([C:50]2[CH:51]=[C:52]([OH:56])[CH:53]=[CH:54][CH:55]=2)O1.C([O-])([O-])=O.[Na+].[Na+].O. The catalyst is CN(C=O)C. The product is [CH2:1]([N:4]1[CH2:9][CH2:8][O:7][C:6]2[CH:10]=[CH:11][C:12]([C:15]3[N:20]4[N:21]=[C:22]([C:24]5[CH:25]=[C:26]([C:50]6[CH:55]=[CH:54][CH:53]=[C:52]([OH:56])[CH:51]=6)[CH:27]=[CH:28][CH:29]=5)[CH:23]=[C:19]4[N:18]=[C:17]([CH3:31])[C:16]=3[C@H:32]([O:37][C:38]([CH3:41])([CH3:40])[CH3:39])[C:33]([O:35][CH3:36])=[O:34])=[C:13]([Cl:14])[C:5]1=2)[CH:2]=[CH2:3]. The yield is 0.735. (5) The reactants are [C:1]([N:8]1[CH2:15][CH:14]2[CH:10]([CH2:11][NH:12][CH2:13]2)[CH2:9]1)([O:3][C:4]([CH3:7])([CH3:6])[CH3:5])=[O:2].Br[C:17]1[CH:29]=[CH:28][C:27]2[C:26]3[C:21](=[CH:22][CH:23]=[CH:24][CH:25]=3)[CH2:20][C:19]=2[CH:18]=1.C([O-])([O-])=O.[Cs+].[Cs+]. The catalyst is C1(C)C=CC=CC=1.C1C=CC(/C=C/C(/C=C/C2C=CC=CC=2)=O)=CC=1.C1C=CC(/C=C/C(/C=C/C2C=CC=CC=2)=O)=CC=1.C1C=CC(/C=C/C(/C=C/C2C=CC=CC=2)=O)=CC=1.[Pd].[Pd].C1(P(C2C=CC=CC=2)C2C=CC3C(=CC=CC=3)C=2C2C3C(=CC=CC=3)C=CC=2P(C2C=CC=CC=2)C2C=CC=CC=2)C=CC=CC=1. The product is [C:4]([O:3][C:1]([N:8]1[CH2:9][CH:10]2[CH:14]([CH2:13][N:12]([C:17]3[CH:29]=[CH:28][C:27]4[C:26]5[C:21](=[CH:22][CH:23]=[CH:24][CH:25]=5)[CH2:20][C:19]=4[CH:18]=3)[CH2:11]2)[CH2:15]1)=[O:2])([CH3:7])([CH3:6])[CH3:5]. The yield is 0.580.